This data is from Catalyst prediction with 721,799 reactions and 888 catalyst types from USPTO. The task is: Predict which catalyst facilitates the given reaction. (1) Reactant: C(Cl)(=O)C(Cl)=O.CS(C)=O.[Cl:11][C:12]1[C:20]2[C:16](=[CH:17][N:18]([CH3:21])[N:19]=2)[C:15]([CH2:22][OH:23])=[CH:14][CH:13]=1.C(N(CC)CC)C.[Cl-].[NH4+]. Product: [Cl:11][C:12]1[C:20]2[C:16](=[CH:17][N:18]([CH3:21])[N:19]=2)[C:15]([CH:22]=[O:23])=[CH:14][CH:13]=1. The catalyst class is: 4. (2) Reactant: [C:1]1([C@@H:7]([OH:9])[CH3:8])[CH:6]=[CH:5][CH:4]=[CH:3][CH:2]=1.[C:10](N1C=CN=C1)(N1C=CN=C1)=[O:11].[CH2:22]([O:24][C:25]([N:27]1[C:36]2[C:31](=[N:32][C:33]([O:37][CH3:38])=[CH:34][CH:35]=2)[C@@H:30]([NH2:39])[CH2:29][C@H:28]1[CH2:40][CH3:41])=[O:26])[CH3:23].C(N(CC)CC)C. Product: [CH2:22]([O:24][C:25]([N:27]1[C:36]2[C:31](=[N:32][C:33]([O:37][CH3:38])=[CH:34][CH:35]=2)[C@@H:30]([NH:39][C:10]([O:9][C@H:7]([C:1]2[CH:6]=[CH:5][CH:4]=[CH:3][CH:2]=2)[CH3:8])=[O:11])[CH2:29][C@H:28]1[CH2:40][CH3:41])=[O:26])[CH3:23]. The catalyst class is: 7. (3) Reactant: [Cl:1][C:2]1[CH:7]=[CH:6][C:5]([C:8]2[CH:13]=[N:12][N:11]3[C:14](=[O:17])[NH:15][N:16]=[C:10]3[C:9]=2[C:18]2[CH:23]=[CH:22][C:21]([Cl:24])=[CH:20][CH:19]=2)=[CH:4][CH:3]=1.C([O-])([O-])=O.[K+].[K+].[Cl:31][C:32]1[CH:39]=[CH:38][C:35]([CH2:36]Br)=[CH:34][CH:33]=1.O. Product: [Cl:31][C:32]1[CH:39]=[CH:38][C:35]([CH2:36][N:15]2[C:14](=[O:17])[N:11]3[N:12]=[CH:13][C:8]([C:5]4[CH:6]=[CH:7][C:2]([Cl:1])=[CH:3][CH:4]=4)=[C:9]([C:18]4[CH:23]=[CH:22][C:21]([Cl:24])=[CH:20][CH:19]=4)[C:10]3=[N:16]2)=[CH:34][CH:33]=1. The catalyst class is: 3.